Dataset: Full USPTO retrosynthesis dataset with 1.9M reactions from patents (1976-2016). Task: Predict the reactants needed to synthesize the given product. (1) Given the product [Cl:1][C:2]1[CH:7]=[CH:6][C:5]([CH2:8][C@@H:9]([NH:37][C:38]([C@@H:40]2[CH2:49][C:48]3[C:43](=[CH:44][CH:45]=[CH:46][CH:47]=3)[CH2:42][NH:41]2)=[O:39])[C:10](=[O:36])[N:11]2[CH2:12][CH2:13][CH:14]([C:17]3[CH:22]=[CH:21][CH:20]=[CH:19][C:18]=3[NH:23][S:24]([C:27]3[C:32]([CH3:33])=[CH:31][C:30]([CH3:34])=[CH:29][C:28]=3[CH3:35])(=[O:26])=[O:25])[CH2:15][CH2:16]2)=[CH:4][CH:3]=1, predict the reactants needed to synthesize it. The reactants are: [Cl:1][C:2]1[CH:7]=[CH:6][C:5]([CH2:8][C@@H:9]([NH:37][C:38]([C@@H:40]2[CH2:49][C:48]3[C:43](=[CH:44][CH:45]=[CH:46][CH:47]=3)[CH2:42][N:41]2C(OC(C)(C)C)=O)=[O:39])[C:10](=[O:36])[N:11]2[CH2:16][CH2:15][CH:14]([C:17]3[CH:22]=[CH:21][CH:20]=[CH:19][C:18]=3[NH:23][S:24]([C:27]3[C:32]([CH3:33])=[CH:31][C:30]([CH3:34])=[CH:29][C:28]=3[CH3:35])(=[O:26])=[O:25])[CH2:13][CH2:12]2)=[CH:4][CH:3]=1.C(O)(C(F)(F)F)=O. (2) Given the product [CH2:27]([O:28][CH2:29][CH2:30][O:31][CH2:32][CH2:33][S:1][C:2]1[N:3]([C:12]2[CH:13]=[CH:14][C:15]([CH2:18][O:19][CH2:20][C:21]([F:24])([F:23])[F:22])=[CH:16][CH:17]=2)[C:4](=[O:11])[C:5]2[NH:10][CH:9]=[CH:8][C:6]=2[N:7]=1)[CH3:26], predict the reactants needed to synthesize it. The reactants are: [S:1]=[C:2]1[NH:7][C:6]2[CH:8]=[CH:9][NH:10][C:5]=2[C:4](=[O:11])[N:3]1[C:12]1[CH:17]=[CH:16][C:15]([CH2:18][O:19][CH2:20][C:21]([F:24])([F:23])[F:22])=[CH:14][CH:13]=1.Br[CH2:26][CH2:27][O:28][CH2:29][CH2:30][O:31][CH2:32][CH3:33].[I-].[Na+].C(=O)([O-])O.[Na+]. (3) Given the product [CH2:39]([O:41][C:42](=[O:43])[CH2:44][N:45]1[CH2:50][CH2:49][N:48]([C:36](=[O:38])[CH2:35][CH2:34][C:26]2[CH:27]=[C:28]([O:32][CH3:33])[C:29]([O:30][CH3:31])=[C:24]([O:23][CH3:22])[CH:25]=2)[CH2:47][CH2:46]1)[CH3:40], predict the reactants needed to synthesize it. The reactants are: N#N.CCN=C=NCCCN(C)C.Cl.CCN(CC)CC.[CH3:22][O:23][C:24]1[CH:25]=[C:26]([CH2:34][CH2:35][C:36]([OH:38])=O)[CH:27]=[C:28]([O:32][CH3:33])[C:29]=1[O:30][CH3:31].[CH2:39]([O:41][C:42]([CH2:44][N:45]1[CH2:50][CH2:49][NH:48][CH2:47][CH2:46]1)=[O:43])[CH3:40]. (4) Given the product [C:8](=[O:9])([O-:15])[O-:12].[CH3:6][N+:3]([CH2:13][CH3:14])([CH2:4][CH3:5])[CH2:1][CH3:2].[CH3:8][N+:3]([CH2:6][CH3:7])([CH2:4][CH3:5])[CH2:1][CH3:2], predict the reactants needed to synthesize it. The reactants are: [CH2:1]([N:3]([CH2:6][CH3:7])[CH2:4][CH3:5])[CH3:2].[C:8](=[O:15])([O:12][CH2:13][CH3:14])[O:9]CC. (5) Given the product [Cl:32][C:12]1[CH:13]=[CH:14][C:15]([NH:17][C:18]([C:20]2[CH:25]=[CH:24][N:23]=[C:22]([N:26]3[CH2:27][CH2:28][O:29][CH2:30][CH2:31]3)[CH:21]=2)=[O:19])=[CH:16][C:11]=1[NH:10][C:8]([C:6]1[CH:5]=[CH:4][N:3]=[C:2]([N:37]2[CH2:38][CH2:39][N:34]([CH3:33])[CH2:35][CH2:36]2)[CH:7]=1)=[O:9], predict the reactants needed to synthesize it. The reactants are: Cl[C:2]1[CH:7]=[C:6]([C:8]([NH:10][C:11]2[CH:16]=[C:15]([NH:17][C:18]([C:20]3[CH:25]=[CH:24][N:23]=[C:22]([N:26]4[CH2:31][CH2:30][O:29][CH2:28][CH2:27]4)[CH:21]=3)=[O:19])[CH:14]=[CH:13][C:12]=2[Cl:32])=[O:9])[CH:5]=[CH:4][N:3]=1.[CH3:33][N:34]1[CH2:39][CH2:38][NH:37][CH2:36][CH2:35]1. (6) Given the product [Br:12][C:10]1[C:9]2[C:4](=[CH:5][CH:6]=[C:7]([N+:13]([O-:15])=[O:14])[CH:8]=2)[N:3]=[C:2]([N:19]2[CH2:20][CH2:21][N:16]([CH:22]=[O:23])[CH2:17][CH2:18]2)[CH:11]=1, predict the reactants needed to synthesize it. The reactants are: Br[C:2]1[CH:11]=[C:10]([Br:12])[C:9]2[C:4](=[CH:5][CH:6]=[C:7]([N+:13]([O-:15])=[O:14])[CH:8]=2)[N:3]=1.[N:16]1([CH:22]=[O:23])[CH2:21][CH2:20][NH:19][CH2:18][CH2:17]1. (7) Given the product [C:1]12([C:11]3[CH:12]=[C:13]([C:18]4[CH:19]=[C:20]([C:23]([O:28][CH3:29])=[CH:24][C:25]=4[O:26][CH3:27])[CH:21]=[C:36]4[S:30][C:31]([CH:40]5[CH2:41][NH:37][CH2:38][CH2:39]5)=[N:33][C:34]4=[O:35])[CH:14]=[CH:15][C:16]=3[OH:17])[CH2:2][CH:3]3[CH2:9][CH:7]([CH2:6][CH:5]([CH2:4]3)[CH2:10]1)[CH2:8]2, predict the reactants needed to synthesize it. The reactants are: [C:1]12([C:11]3[CH:12]=[C:13]([C:18]4[CH:19]=[C:20]([C:23]([O:28][CH3:29])=[CH:24][C:25]=4[O:26][CH3:27])[CH:21]=O)[CH:14]=[CH:15][C:16]=3[OH:17])[CH2:10][CH:5]3[CH2:6][CH:7]([CH2:9][CH:3]([CH2:4]3)[CH2:2]1)[CH2:8]2.[S:30]1[CH2:36][C:34](=[O:35])[NH:33][C:31]1=S.[NH:37]1[CH2:41][CH2:40][CH2:39][CH2:38]1.